Dataset: Full USPTO retrosynthesis dataset with 1.9M reactions from patents (1976-2016). Task: Predict the reactants needed to synthesize the given product. (1) Given the product [F:57][C:58]1([F:64])[CH2:63][CH2:62][N:61]([C:2]2[N:7]=[CH:6][C:5]3[O:8][C:9]4[C:14]([C@@:15]5([CH2:19][O:18][C:17]([NH2:20])=[N:16]5)[C:4]=3[CH:3]=2)=[CH:13][C:12]([C:21]2[C:22]([F:27])=[N:23][CH:24]=[CH:25][CH:26]=2)=[CH:11][CH:10]=4)[CH2:60][CH2:59]1, predict the reactants needed to synthesize it. The reactants are: Cl[C:2]1[N:7]=[CH:6][C:5]2[O:8][C:9]3[C:14]([C@@:15]4([CH2:19][O:18][C:17]([NH2:20])=[N:16]4)[C:4]=2[CH:3]=1)=[CH:13][C:12]([C:21]1[C:22]([F:27])=[N:23][CH:24]=[CH:25][CH:26]=1)=[CH:11][CH:10]=3.CN(C1C(C2C(P(C3CCCCC3)C3CCCCC3)=CC=CC=2)=CC=CC=1)C.Cl.[F:57][C:58]1([F:64])[CH2:63][CH2:62][NH:61][CH2:60][CH2:59]1.C[Si]([N-][Si](C)(C)C)(C)C.[Li+]. (2) Given the product [C:1]1([NH:7][N:8]=[CH:24][C:20]2[CH:21]=[CH:22][C:23]3[N:11]([CH2:9][CH3:10])[C:12]4[C:17]([C:18]=3[CH:19]=2)=[CH:16][CH:15]=[CH:14][CH:13]=4)[CH:6]=[CH:5][CH:4]=[CH:3][CH:2]=1, predict the reactants needed to synthesize it. The reactants are: [C:1]1([NH:7][NH2:8])[CH:6]=[CH:5][CH:4]=[CH:3][CH:2]=1.[CH2:9]([N:11]1[C:23]2[CH:22]=[CH:21][C:20]([CH:24]=O)=[CH:19][C:18]=2[C:17]2[C:12]1=[CH:13][CH:14]=[CH:15][CH:16]=2)[CH3:10]. (3) Given the product [I:1][CH2:14][CH2:15][CH2:16][C:17]1[C:25]2[C:20](=[CH:21][CH:22]=[CH:23][CH:24]=2)[NH:19][CH:18]=1, predict the reactants needed to synthesize it. The reactants are: [I-:1].[Na+].CC1C=CC(S(O[CH2:14][CH2:15][CH2:16][C:17]2[C:25]3[C:20](=[CH:21][CH:22]=[CH:23][CH:24]=3)[NH:19][CH:18]=2)(=O)=O)=CC=1. (4) Given the product [C:1]([O:5][C:6]([NH:8][CH2:9][C:10]1[CH:15]=[CH:14][C:13]([F:16])=[C:12]([CH:17]2[CH2:18][CH2:19][N:20]([C:23]([C:25]3[CH:26]=[N:27][CH:28]=[C:29]([CH2:31][CH2:32][C:33]4[CH:34]=[CH:35][CH:36]=[CH:37][CH:38]=4)[CH:30]=3)=[O:24])[CH2:21][CH2:22]2)[CH:11]=1)=[O:7])([CH3:4])([CH3:2])[CH3:3], predict the reactants needed to synthesize it. The reactants are: [C:1]([O:5][C:6]([NH:8][CH2:9][C:10]1[CH:15]=[CH:14][C:13]([F:16])=[C:12]([C:17]2[CH2:18][CH2:19][N:20]([C:23]([C:25]3[CH:26]=[N:27][CH:28]=[C:29]([CH2:31][CH2:32][C:33]4[CH:38]=[CH:37][CH:36]=[CH:35][CH:34]=4)[CH:30]=3)=[O:24])[CH2:21][CH:22]=2)[CH:11]=1)=[O:7])([CH3:4])([CH3:3])[CH3:2]. (5) Given the product [C:24]([O:23][C:21]([N:17]1[CH2:18][CH2:19][CH2:20][CH:15]([C:6]2[C:7]3[CH2:8][N:9]([C:10]([O:12][CH2:13][CH3:14])=[O:11])[C:48](=[O:50])[NH:1][C:2]=3[N:3]=[C:4]([C:28]3[C:33]([OH:34])=[CH:32][CH:31]=[CH:30][C:29]=3[O:35][CH2:36][CH:37]3[CH2:38][CH2:39]3)[CH:5]=2)[CH2:16]1)=[O:22])([CH3:27])([CH3:26])[CH3:25], predict the reactants needed to synthesize it. The reactants are: [NH2:1][C:2]1[C:7]([CH2:8][NH:9][C:10]([O:12][CH2:13][CH3:14])=[O:11])=[C:6]([CH:15]2[CH2:20][CH2:19][CH2:18][N:17]([C:21]([O:23][C:24]([CH3:27])([CH3:26])[CH3:25])=[O:22])[CH2:16]2)[CH:5]=[C:4]([C:28]2[C:33]([OH:34])=[CH:32][CH:31]=[CH:30][C:29]=2[O:35][CH2:36][CH:37]2[CH2:39][CH2:38]2)[N:3]=1.C(N(CC)CC)C.Cl[C:48](Cl)([O:50]C(=O)OC(Cl)(Cl)Cl)Cl. (6) Given the product [F:1][C:2]1[C:3]([C:19]2[CH:20]=[CH:21][N:16]=[CH:17][CH:18]=2)=[CH:4][CH:5]=[C:6]2[C:10]=1[N:9]([CH3:11])[C:8](=[O:12])[C:7]2([CH3:14])[CH3:13], predict the reactants needed to synthesize it. The reactants are: [F:1][C:2]1[C:3](I)=[CH:4][CH:5]=[C:6]2[C:10]=1[N:9]([CH3:11])[C:8](=[O:12])[C:7]2([CH3:14])[CH3:13].[N:16]1[CH:21]=[CH:20][C:19](B(O)O)=[CH:18][CH:17]=1. (7) Given the product [CH3:28][O:27][CH:3]([O:2][CH3:1])[CH2:4][N:5]1[C:9]2[N:10]=[C:11]([C:20]3[CH:26]=[CH:25][C:23]([NH:24][C:37]([NH:36][C:33]4[CH:34]=[CH:35][C:30]([F:29])=[CH:31][CH:32]=4)=[O:38])=[CH:22][CH:21]=3)[N:12]=[C:13]([N:14]3[CH2:15][CH2:16][O:17][CH2:18][CH2:19]3)[C:8]=2[N:7]=[N:6]1, predict the reactants needed to synthesize it. The reactants are: [CH3:1][O:2][CH:3]([O:27][CH3:28])[CH2:4][N:5]1[C:9]2[N:10]=[C:11]([C:20]3[CH:26]=[CH:25][C:23]([NH2:24])=[CH:22][CH:21]=3)[N:12]=[C:13]([N:14]3[CH2:19][CH2:18][O:17][CH2:16][CH2:15]3)[C:8]=2[N:7]=[N:6]1.[F:29][C:30]1[CH:35]=[CH:34][C:33]([N:36]=[C:37]=[O:38])=[CH:32][CH:31]=1.